This data is from Catalyst prediction with 721,799 reactions and 888 catalyst types from USPTO. The task is: Predict which catalyst facilitates the given reaction. (1) Reactant: [C:9](O[C:9]([O:11][C:12]([CH3:15])([CH3:14])[CH3:13])=[O:10])([O:11][C:12]([CH3:15])([CH3:14])[CH3:13])=[O:10].[N+:16]([C:19]1[CH:29]=[CH:28][C:22]2[CH2:23][CH2:24][NH:25][CH2:26][CH2:27][C:21]=2[CH:20]=1)([O-:18])=[O:17].C(N(CC)CC)C. Product: [C:12]([O:11][C:9]([N:25]1[CH2:26][CH2:27][C:21]2[CH:20]=[C:19]([N+:16]([O-:18])=[O:17])[CH:29]=[CH:28][C:22]=2[CH2:23][CH2:24]1)=[O:10])([CH3:13])([CH3:14])[CH3:15]. The catalyst class is: 4. (2) Reactant: C=[C:2]1[CH2:6][CH2:5][CH:4]([C:7]([O:9][CH3:10])=[O:8])[CH2:3]1.[O:11]=[O+][O-].C1(P(C2C=CC=CC=2)C2C=CC=CC=2)C=CC=CC=1. Product: [O:11]=[C:2]1[CH2:6][CH2:5][CH:4]([C:7]([O:9][CH3:10])=[O:8])[CH2:3]1. The catalyst class is: 4. (3) Reactant: [CH2:1]([O:8][C:9]1[CH:16]=[CH:15][C:12]([CH:13]=O)=[C:11](F)[CH:10]=1)[C:2]1[CH:7]=[CH:6][CH:5]=[CH:4][CH:3]=1.[CH3:18][O:19][C:20](=[O:23])[CH2:21][SH:22].CCN(CC)CC.O. Product: [CH3:18][O:19][C:20]([C:21]1[S:22][C:11]2[CH:10]=[C:9]([O:8][CH2:1][C:2]3[CH:7]=[CH:6][CH:5]=[CH:4][CH:3]=3)[CH:16]=[CH:15][C:12]=2[CH:13]=1)=[O:23]. The catalyst class is: 16.